From a dataset of Catalyst prediction with 721,799 reactions and 888 catalyst types from USPTO. Predict which catalyst facilitates the given reaction. (1) Reactant: [K+].[F:2][C:3]([F:30])([S:26]([O-:29])(=[O:28])=[O:27])[C:4]([F:25])([F:24])[C:5]([F:23])([F:22])[C:6]([F:21])([F:20])[C:7]([F:19])([F:18])[C:8]([F:17])([F:16])[C:9]([F:15])([F:14])[C:10]([F:13])([F:12])[F:11].[Br-].[C:32]1([S+:38]([C:45]2[CH:50]=[CH:49][CH:48]=[CH:47][CH:46]=2)[C:39]2[CH:44]=[CH:43][CH:42]=[CH:41][CH:40]=2)[CH:37]=[CH:36][CH:35]=[CH:34][CH:33]=1.ClCCl. Product: [F:30][C:3]([F:2])([S:26]([O-:29])(=[O:28])=[O:27])[C:4]([F:24])([F:25])[C:5]([F:23])([F:22])[C:6]([F:20])([F:21])[C:7]([F:19])([F:18])[C:8]([F:17])([F:16])[C:9]([F:15])([F:14])[C:10]([F:13])([F:12])[F:11].[C:45]1([S+:38]([C:32]2[CH:33]=[CH:34][CH:35]=[CH:36][CH:37]=2)[C:39]2[CH:44]=[CH:43][CH:42]=[CH:41][CH:40]=2)[CH:46]=[CH:47][CH:48]=[CH:49][CH:50]=1. The catalyst class is: 6. (2) Product: [NH2:6][C:8]1[C:9]2[C:16]([I:17])=[CH:15][N:14]([CH:18]3[CH2:21][N:20]([C:22]([O:24][C:25]([CH3:28])([CH3:27])[CH3:26])=[O:23])[CH2:19]3)[C:10]=2[N:11]=[CH:12][N:13]=1. The catalyst class is: 6. Reactant: O1CCCC1.[NH3:6].Cl[C:8]1[C:9]2[C:16]([I:17])=[CH:15][N:14]([CH:18]3[CH2:21][N:20]([C:22]([O:24][C:25]([CH3:28])([CH3:27])[CH3:26])=[O:23])[CH2:19]3)[C:10]=2[N:11]=[CH:12][N:13]=1.C(Cl)(Cl)Cl. (3) Reactant: [C:1]1([C:7]2[CH:11]=[C:10]([CH2:12][CH2:13][CH:14]=O)[O:9][N:8]=2)[CH:6]=[CH:5][CH:4]=[CH:3][CH:2]=1.[C:16]1([CH:22]([C:29]2[CH:34]=[CH:33][CH:32]=[CH:31][CH:30]=2)[N:23]2[CH2:28][CH2:27][NH:26][CH2:25][CH2:24]2)[CH:21]=[CH:20][CH:19]=[CH:18][CH:17]=1.[BH-](OC(C)=O)(OC(C)=O)OC(C)=O.[Na+]. Product: [C:29]1([CH:22]([C:16]2[CH:21]=[CH:20][CH:19]=[CH:18][CH:17]=2)[N:23]2[CH2:24][CH2:25][N:26]([CH2:14][CH2:13][CH2:12][C:10]3[O:9][N:8]=[C:7]([C:1]4[CH:6]=[CH:5][CH:4]=[CH:3][CH:2]=4)[CH:11]=3)[CH2:27][CH2:28]2)[CH:30]=[CH:31][CH:32]=[CH:33][CH:34]=1. The catalyst class is: 2. (4) Reactant: [CH:1]1([CH:6]([C:14]2[CH:19]=[C:18]([CH3:20])[C:17]([N:21]3[CH:25]=[C:24]([C:26]([F:29])([F:28])[F:27])[CH:23]=[N:22]3)=[C:16]([CH3:30])[CH:15]=2)[NH:7]S(C(C)(C)C)=O)[CH2:5][CH2:4][CH2:3][CH2:2]1.[ClH:31]. Product: [ClH:31].[CH:1]1([CH:6]([C:14]2[CH:15]=[C:16]([CH3:30])[C:17]([N:21]3[CH:25]=[C:24]([C:26]([F:28])([F:29])[F:27])[CH:23]=[N:22]3)=[C:18]([CH3:20])[CH:19]=2)[NH2:7])[CH2:5][CH2:4][CH2:3][CH2:2]1. The catalyst class is: 5. (5) Reactant: [CH2:1](Cl)[C:2]1[CH:7]=[CH:6][CH:5]=[CH:4][CH:3]=1.C([S:16][C:17]1[S:18][CH2:19][CH2:20][N:21]=1)C1C=CC=CC=1. Product: [CH2:1]([N:21]1[CH:20]=[CH:19][S:18][C:17]1=[S:16])[C:2]1[CH:7]=[CH:6][CH:5]=[CH:4][CH:3]=1. The catalyst class is: 5. (6) Reactant: [F:1][C:2]1[CH:32]=[CH:31][C:5]([CH2:6][NH:7][C:8]([C:10]2[C:19]([OH:20])=[C:18]3[C:13]([CH:14]=[CH:15][CH:16]=[N:17]3)=[C:12]([CH2:21][CH2:22][N:23]([CH2:28][CH2:29][NH2:30])[C:24](=[O:27])[CH2:25]Cl)[N:11]=2)=[O:9])=[CH:4][CH:3]=1.C(N(C(C)C)CC)(C)C. Product: [F:1][C:2]1[CH:32]=[CH:31][C:5]([CH2:6][NH:7][C:8]([C:10]2[C:19]([OH:20])=[C:18]3[C:13]([CH:14]=[CH:15][CH:16]=[N:17]3)=[C:12]([CH2:21][CH2:22][N:23]3[CH2:28][CH2:29][NH:30][CH2:25][C:24]3=[O:27])[N:11]=2)=[O:9])=[CH:4][CH:3]=1. The catalyst class is: 4. (7) Product: [CH3:22][S:21][C:20]1[S:19][C:18]([C:23]([O:25][CH2:26][CH3:27])=[O:24])=[C:17]2[CH2:28][CH2:29][C:14]3[N:11]=[C:4]([C:5]4[CH:10]=[CH:9][CH:8]=[CH:7][CH:6]=4)[NH:12][C:15]=3[C:16]=12. The catalyst class is: 408. Reactant: [OH-].[Na+].Cl.[C:4]([NH2:12])(=[NH:11])[C:5]1[CH:10]=[CH:9][CH:8]=[CH:7][CH:6]=1.Br[CH:14]1[CH2:29][CH2:28][C:17]2=[C:18]([C:23]([O:25][CH2:26][CH3:27])=[O:24])[S:19][C:20]([S:21][CH3:22])=[C:16]2[C:15]1=O.